From a dataset of Full USPTO retrosynthesis dataset with 1.9M reactions from patents (1976-2016). Predict the reactants needed to synthesize the given product. (1) Given the product [I:17][CH2:18][CH2:19][CH2:20][O:3][C:2](=[O:1])[CH2:4][CH2:5][CH2:6][CH2:7][CH:8]1[CH:16]2[NH:15][C:13](=[O:14])[NH:12][CH:11]2[CH2:10][S:9]1, predict the reactants needed to synthesize it. The reactants are: [OH:1][C:2]([CH2:4][CH2:5][CH2:6][CH2:7][C@H:8]1[C@@H:16]2[C@@H:11]([NH:12][C:13]([NH:15]2)=[O:14])[CH2:10][S:9]1)=[O:3].[I:17][CH2:18][CH2:19][CH2:20]O.CC1C=CC(S(O)(=O)=O)=CC=1. (2) Given the product [ClH:35].[CH:1]1([S:4]([C:7]2[CH:8]=[CH:9][C:10]([CH:13]([C:21]3[NH:25][C:24]([C:26]4[S:27][C:28]([CH2:21][N:25]5[CH2:24][CH2:23][C:41](=[O:37])[CH2:40][CH2:39]5)=[CH:29][N:30]=4)=[CH:23][CH:22]=3)[CH2:14][CH:15]3[CH2:20][CH2:19][O:18][CH2:17][CH2:16]3)=[CH:11][CH:12]=2)(=[O:6])=[O:5])[CH2:2][CH2:3]1, predict the reactants needed to synthesize it. The reactants are: [CH:1]1([S:4]([C:7]2[CH:12]=[CH:11][C:10]([CH:13]([C:21]3[NH:25][C:24]([C:26]4[S:27][C:28](CO)=[CH:29][N:30]=4)=[CH:23][CH:22]=3)[CH2:14][CH:15]3[CH2:20][CH2:19][O:18][CH2:17][CH2:16]3)=[CH:9][CH:8]=2)(=[O:6])=[O:5])[CH2:3][CH2:2]1.S(Cl)([Cl:35])=O.[O:37]1[CH2:41][CH2:40][CH2:39]C1. (3) Given the product [Cl:1][C:2]1[C:3]([C:10]2[N:14]=[C:13]([C:15]3[N:16]=[C:17]4[C:22]([Cl:23])=[CH:21][C:20]([C:24]([F:26])([F:25])[F:27])=[CH:19][N:18]4[CH:28]=3)[O:12][N:11]=2)=[CH:4][C:5]([F:9])=[C:6]([CH:7]=1)[O:8][CH2:36][CH2:37][OH:38], predict the reactants needed to synthesize it. The reactants are: [Cl:1][C:2]1[C:3]([C:10]2[N:14]=[C:13]([C:15]3[N:16]=[C:17]4[C:22]([Cl:23])=[CH:21][C:20]([C:24]([F:27])([F:26])[F:25])=[CH:19][N:18]4[CH:28]=3)[O:12][N:11]=2)=[CH:4][C:5]([F:9])=[C:6]([OH:8])[CH:7]=1.C([O-])([O-])=O.[K+].[K+].Br[CH:36](C)[C:37](OCC)=[O:38]. (4) Given the product [ClH:1].[Cl:1][C:2]1[C:3]([O:11][CH:12]2[CH2:13][NH:14][CH2:15]2)=[C:4]2[C:8](=[CH:9][CH:10]=1)[CH2:7][CH2:6][CH2:5]2, predict the reactants needed to synthesize it. The reactants are: [Cl:1][C:2]1[C:3]([O:11][CH:12]2[CH2:15][N:14](C(C3C=CC=CC=3)C3C=CC=CC=3)[CH2:13]2)=[C:4]2[C:8](=[CH:9][CH:10]=1)[CH2:7][CH2:6][CH2:5]2.ClC(OC(Cl)C)=O.C(OCC)C. (5) Given the product [O:1]=[C:2]1[C:11]2[C:6](=[CH:7][C:8]([B:39]3[O:40][C:41]([CH3:43])([CH3:42])[C:37]([CH3:53])([CH3:36])[O:38]3)=[CH:9][CH:10]=2)[CH2:5][CH2:4][C:3]1([CH2:25][C:26]([O:28][CH2:29][CH3:30])=[O:27])[CH2:20][C:21]([F:22])([F:24])[F:23], predict the reactants needed to synthesize it. The reactants are: [O:1]=[C:2]1[C:11]2[C:6](=[CH:7][C:8](OS(C(F)(F)F)(=O)=O)=[CH:9][CH:10]=2)[CH2:5][CH2:4][C:3]1([CH2:25][C:26]([O:28][CH2:29][CH3:30])=[O:27])[CH2:20][C:21]([F:24])([F:23])[F:22].C([O-])(=O)C.[K+].[CH3:36][C:37]1([CH3:53])[C:41]([CH3:43])([CH3:42])[O:40][B:39]([B:39]2[O:40][C:41]([CH3:43])([CH3:42])[C:37]([CH3:53])([CH3:36])[O:38]2)[O:38]1. (6) Given the product [NH2:37][C@@H:35]([CH3:36])[C:34]([NH:33][CH:20]1[C:21]2[CH:32]=[CH:31][CH:30]=[CH:29][C:22]=2[C:23]2[CH:28]=[CH:27][CH:26]=[N:25][C:24]=2[N:18]([CH2:17][CH2:16][OH:15])[C:19]1=[O:46])=[O:45], predict the reactants needed to synthesize it. The reactants are: FC(F)(F)C(O)=O.[Si]([O:15][CH2:16][CH2:17][N:18]1[C:24]2[N:25]=[CH:26][CH:27]=[CH:28][C:23]=2[C:22]2[CH:29]=[CH:30][CH:31]=[CH:32][C:21]=2[CH:20]([NH:33][C:34](=[O:45])[C@@H:35]([NH:37]C(=O)OC(C)(C)C)[CH3:36])[C:19]1=[O:46])(C(C)(C)C)(C)C.ClCCl. (7) Given the product [NH2:1][C:2]1[N:3]([C:14]([O:16][C:17]([CH3:20])([CH3:19])[CH3:18])=[O:15])[CH:4]=[C:5]([CH2:7][CH2:8][CH2:9][CH2:10][CH2:11][C:12]2[N:23]=[N:22][N:21]([CH2:24][CH2:25][NH:26][C:27](=[O:38])[C:28]3[CH:33]=[CH:32][C:31]([CH2:34][CH2:35][CH2:36][CH3:37])=[CH:30][CH:29]=3)[CH:13]=2)[N:6]=1, predict the reactants needed to synthesize it. The reactants are: [NH2:1][C:2]1[N:3]([C:14]([O:16][C:17]([CH3:20])([CH3:19])[CH3:18])=[O:15])[CH:4]=[C:5]([CH2:7][CH2:8][CH2:9][CH2:10][CH2:11][C:12]#[CH:13])[N:6]=1.[N:21]([CH2:24][CH2:25][NH:26][C:27](=[O:38])[C:28]1[CH:33]=[CH:32][C:31]([CH2:34][CH2:35][CH2:36][CH3:37])=[CH:30][CH:29]=1)=[N+:22]=[N-:23]. (8) Given the product [CH2:18]([O:17][C:15](=[O:16])[CH2:20][C:10]1[CH2:11][CH2:12][CH2:13][C:9]=1[C:5]1[CH:6]=[CH:7][CH:8]=[C:3]([O:2][CH3:1])[CH:4]=1)[CH3:19], predict the reactants needed to synthesize it. The reactants are: [CH3:1][O:2][C:3]1[CH:4]=[C:5]([CH:9]2[CH2:13][CH2:12][CH2:11][C:10]2=O)[CH:6]=[CH:7][CH:8]=1.[C:15]([CH:20]=P(C1C=CC=CC=1)(C1C=CC=CC=1)C1C=CC=CC=1)([O:17][CH2:18][CH3:19])=[O:16]. (9) Given the product [CH:24]1([C:9]2[C:8]3[C:12](=[CH:13][C:5]([C:3]([OH:2])=[O:4])=[CH:6][CH:7]=3)[N:11]([CH2:14][C:15]([N:17]3[CH2:22][CH2:21][O:20][CH2:19][CH2:18]3)=[O:16])[C:10]=2[C:43]2[CH:44]=[CH:45][C:39]3[N:38]=[C:37]([C:33]4[S:32][C:31]([CH3:30])=[N:35][C:34]=4[CH3:36])[NH:41][C:40]=3[CH:42]=2)[CH2:29][CH2:28][CH2:27][CH2:26][CH2:25]1, predict the reactants needed to synthesize it. The reactants are: C[O:2][C:3]([C:5]1[CH:13]=[C:12]2[C:8]([C:9]([CH:24]3[CH2:29][CH2:28][CH2:27][CH2:26][CH2:25]3)=[C:10](Br)[N:11]2[CH2:14][C:15]([N:17]2[CH2:22][CH2:21][O:20][CH2:19][CH2:18]2)=[O:16])=[CH:7][CH:6]=1)=[O:4].[CH3:30][C:31]1[S:32][C:33]([C:37]2[NH:38][C:39]3[CH:45]=[C:44](B(O)O)[CH:43]=[CH:42][C:40]=3[N:41]=2)=[C:34]([CH3:36])[N:35]=1.C([O-])(O)=O.[Na+].